The task is: Regression. Given two drug SMILES strings and cell line genomic features, predict the synergy score measuring deviation from expected non-interaction effect.. This data is from NCI-60 drug combinations with 297,098 pairs across 59 cell lines. (1) Drug 1: CNC(=O)C1=CC=CC=C1SC2=CC3=C(C=C2)C(=NN3)C=CC4=CC=CC=N4. Drug 2: C(CN)CNCCSP(=O)(O)O. Cell line: OVCAR-8. Synergy scores: CSS=3.62, Synergy_ZIP=-0.211, Synergy_Bliss=-0.190, Synergy_Loewe=-1.45, Synergy_HSA=-1.45. (2) Drug 1: CC1=C(C=C(C=C1)NC(=O)C2=CC=C(C=C2)CN3CCN(CC3)C)NC4=NC=CC(=N4)C5=CN=CC=C5. Drug 2: C(CCl)NC(=O)N(CCCl)N=O. Cell line: MCF7. Synergy scores: CSS=-0.894, Synergy_ZIP=0.212, Synergy_Bliss=-2.12, Synergy_Loewe=-0.792, Synergy_HSA=-3.37. (3) Drug 1: C1=CC(=C2C(=C1NCCNCCO)C(=O)C3=C(C=CC(=C3C2=O)O)O)NCCNCCO. Drug 2: CCC1(CC2CC(C3=C(CCN(C2)C1)C4=CC=CC=C4N3)(C5=C(C=C6C(=C5)C78CCN9C7C(C=CC9)(C(C(C8N6C)(C(=O)OC)O)OC(=O)C)CC)OC)C(=O)OC)O.OS(=O)(=O)O. Cell line: SNB-75. Synergy scores: CSS=67.3, Synergy_ZIP=3.65, Synergy_Bliss=3.49, Synergy_Loewe=6.36, Synergy_HSA=7.02. (4) Drug 1: CCC1(CC2CC(C3=C(CCN(C2)C1)C4=CC=CC=C4N3)(C5=C(C=C6C(=C5)C78CCN9C7C(C=CC9)(C(C(C8N6C=O)(C(=O)OC)O)OC(=O)C)CC)OC)C(=O)OC)O.OS(=O)(=O)O. Drug 2: CC1CCCC2(C(O2)CC(NC(=O)CC(C(C(=O)C(C1O)C)(C)C)O)C(=CC3=CSC(=N3)C)C)C. Cell line: SNB-75. Synergy scores: CSS=30.9, Synergy_ZIP=0.868, Synergy_Bliss=-0.374, Synergy_Loewe=-11.8, Synergy_HSA=-0.112. (5) Drug 1: C1CCC(CC1)NC(=O)N(CCCl)N=O. Drug 2: C1C(C(OC1N2C=NC3=C(N=C(N=C32)Cl)N)CO)O. Cell line: HOP-62. Synergy scores: CSS=6.82, Synergy_ZIP=-3.80, Synergy_Bliss=2.20, Synergy_Loewe=-3.94, Synergy_HSA=0.490. (6) Drug 1: C1CCC(CC1)NC(=O)N(CCCl)N=O. Drug 2: C1=NNC2=C1C(=O)NC=N2. Cell line: HCT-15. Synergy scores: CSS=40.5, Synergy_ZIP=6.43, Synergy_Bliss=10.1, Synergy_Loewe=6.63, Synergy_HSA=7.20. (7) Drug 1: CCCS(=O)(=O)NC1=C(C(=C(C=C1)F)C(=O)C2=CNC3=C2C=C(C=N3)C4=CC=C(C=C4)Cl)F. Drug 2: CC(C)(C#N)C1=CC(=CC(=C1)CN2C=NC=N2)C(C)(C)C#N. Cell line: A498. Synergy scores: CSS=2.95, Synergy_ZIP=-1.02, Synergy_Bliss=-0.0860, Synergy_Loewe=-0.276, Synergy_HSA=-0.816. (8) Drug 1: CC1=CC2C(CCC3(C2CCC3(C(=O)C)OC(=O)C)C)C4(C1=CC(=O)CC4)C. Drug 2: N.N.Cl[Pt+2]Cl. Cell line: BT-549. Synergy scores: CSS=2.22, Synergy_ZIP=2.15, Synergy_Bliss=4.18, Synergy_Loewe=1.15, Synergy_HSA=1.79. (9) Drug 2: CS(=O)(=O)CCNCC1=CC=C(O1)C2=CC3=C(C=C2)N=CN=C3NC4=CC(=C(C=C4)OCC5=CC(=CC=C5)F)Cl. Drug 1: C1=CC(=C2C(=C1NCCNCCO)C(=O)C3=C(C=CC(=C3C2=O)O)O)NCCNCCO. Synergy scores: CSS=52.2, Synergy_ZIP=3.54, Synergy_Bliss=2.42, Synergy_Loewe=-26.0, Synergy_HSA=2.81. Cell line: U251.